Dataset: Reaction yield outcomes from USPTO patents with 853,638 reactions. Task: Predict the reaction yield, written as a fraction of the theoretical maximum amount of product (1.0 means a 100% yield; for example, 0.34 means a 34% yield). (1) The reactants are [Si]([O:8][C@@H:9]1[CH2:13][C:12](=[O:14])[N:11]([C:15]2[CH:22]=[CH:21][C:18]([C:19]#[N:20])=[C:17]([C:23]([F:26])([F:25])[F:24])[CH:16]=2)[C@H:10]1[CH2:27][CH3:28])(C(C)(C)C)(C)C.C(O)C.Cl.C(=O)([O-])O.[Na+]. The catalyst is O1CCCC1. The product is [CH2:27]([C@H:10]1[C@H:9]([OH:8])[CH2:13][C:12](=[O:14])[N:11]1[C:15]1[CH:22]=[CH:21][C:18]([C:19]#[N:20])=[C:17]([C:23]([F:26])([F:24])[F:25])[CH:16]=1)[CH3:28]. The yield is 0.530. (2) The reactants are [Cl:1][C:2]1[N:11]=[C:10]([N:12]2[CH2:16][CH2:15][C@H:14]([NH:17][C:18](=[O:24])[O:19][C:20]([CH3:23])([CH3:22])[CH3:21])[CH2:13]2)[C:9]2[C:4](=[CH:5][CH:6]=[CH:7][CH:8]=2)[N:3]=1.I[CH2:26][CH2:27][CH2:28][CH2:29][CH2:30][CH3:31]. No catalyst specified. The product is [Cl:1][C:2]1[N:11]=[C:10]([N:12]2[CH2:16][CH2:15][C@H:14]([N:17]([CH2:26][CH2:27][CH2:28][CH2:29][CH2:30][CH3:31])[C:18](=[O:24])[O:19][C:20]([CH3:21])([CH3:23])[CH3:22])[CH2:13]2)[C:9]2[C:4](=[CH:5][CH:6]=[CH:7][CH:8]=2)[N:3]=1. The yield is 0.660.